From a dataset of Peptide-MHC class II binding affinity with 134,281 pairs from IEDB. Regression. Given a peptide amino acid sequence and an MHC pseudo amino acid sequence, predict their binding affinity value. This is MHC class II binding data. (1) The peptide sequence is TLTYRMLEPTRVVNW. The MHC is DRB1_1101 with pseudo-sequence DRB1_1101. The binding affinity (normalized) is 0.797. (2) The MHC is HLA-DPA10201-DPB11401 with pseudo-sequence HLA-DPA10201-DPB11401. The peptide sequence is EVVDYLGIPASARPV. The binding affinity (normalized) is 0.242.